Task: Regression. Given a peptide amino acid sequence and an MHC pseudo amino acid sequence, predict their binding affinity value. This is MHC class I binding data.. Dataset: Peptide-MHC class I binding affinity with 185,985 pairs from IEDB/IMGT The peptide sequence is FIIDNFGSV. The MHC is HLA-A24:03 with pseudo-sequence HLA-A24:03. The binding affinity (normalized) is 0.0847.